This data is from Orexin1 receptor HTS with 218,158 compounds and 233 confirmed actives. The task is: Binary Classification. Given a drug SMILES string, predict its activity (active/inactive) in a high-throughput screening assay against a specified biological target. (1) The compound is S(=O)(=O)(Nc1nc(nc(c1)C)C)c1ccc(NC(=O)C2CN(C(=O)C2)Cc2ccc(cc2)C)cc1. The result is 0 (inactive). (2) The drug is Clc1c(cc(NC(=S)N(CCN2CCOCC2)Cc2c(F)cccc2)cc1)C. The result is 0 (inactive). (3) The compound is O(c1c(cccc1C)C)CC(=O)Nc1ccncc1. The result is 0 (inactive). (4) The compound is FC(F)(F)C1n2[nH]c(cc2=NC(C1)c1cc2OCOc2cc1)C(=O)Nc1cc(OC)c(OC)cc1. The result is 0 (inactive). (5) The compound is S(=O)(=O)(NC(C(C)C)C(=O)NCCN1CCN(CC1)c1ccccc1)c1sccc1. The result is 0 (inactive). (6) The molecule is O(CC(=O)NC(C)C)c1ccc(OCc2ccccc2)cc1. The result is 0 (inactive). (7) The molecule is s1c(C(=O)N2CCC(CC2)C)c(c2c(=O)n(CC(=O)N3CCC(CC3)C)cnc12)C. The result is 0 (inactive). (8) The compound is s1c(CNC(=O)COC(=O)/C=C\c2c(OC)ccc(OC)c2)ccc1. The result is 0 (inactive). (9) The compound is Clc1ccc(SCc2noc(c2C(O)=O)C(=O)NCCCC)cc1. The result is 0 (inactive). (10) The drug is Clc1c2c(sc1C(OCC(=O)Nc1ncc(Cl)cc1Cl)=O)cc(F)cc2. The result is 0 (inactive).